Dataset: Forward reaction prediction with 1.9M reactions from USPTO patents (1976-2016). Task: Predict the product of the given reaction. (1) The product is: [O:20]=[C:19]1[CH:21]=[CH:22][N:6]2[N:5]=[CH:4][C:3]([C:7]([OH:9])=[O:8])=[C:2]2[NH:1]1. Given the reactants [NH2:1][C:2]1[NH:6][N:5]=[CH:4][C:3]=1[C:7]([OH:9])=[O:8].[O-]CC.[Na+].CN1[CH:22]=[CH:21][C:19](=[O:20])N(C)C1=O.Cl, predict the reaction product. (2) Given the reactants Br[CH:2]1[C:10]2[C:5](=[CH:6][CH:7]=[CH:8][CH:9]=2)[C:4](=[O:11])[CH2:3]1, predict the reaction product. The product is: [C:4]1(=[O:11])[C:5]2[C:10](=[CH:9][CH:8]=[CH:7][CH:6]=2)[CH:2]=[CH:3]1. (3) Given the reactants [CH2:1]([N:8]1[CH:12]([C:13]([N:15]2[CH2:20][CH2:19][N:18]([C:21]3[CH:26]=[CH:25][CH:24]=[CH:23][C:22]=3[C:27]([CH3:30])([CH3:29])[CH3:28])[CH2:17][CH2:16]2)=[O:14])[CH2:11][CH2:10][C:9]1=[O:31])[C:2]1C=CC=CC=1.[OH-:32].[Li+].Cl.C[OH:36], predict the reaction product. The product is: [C:27]([C:22]1[CH:23]=[CH:24][CH:25]=[CH:26][C:21]=1[N:18]1[CH2:19][CH2:20][N:15]([C:13]([CH:12]2[CH2:11][CH2:10][C:9](=[O:31])[N:8]2[CH2:1][C:2]([OH:36])=[O:32])=[O:14])[CH2:16][CH2:17]1)([CH3:30])([CH3:29])[CH3:28]. (4) Given the reactants [N:1]1([C:6]2[N:11]=[C:10]([CH:12]=O)[CH:9]=[CH:8][CH:7]=2)[CH2:5][CH2:4][CH2:3][CH2:2]1.Cl.[NH2:15][OH:16].N1C=CC=CC=1, predict the reaction product. The product is: [N:1]1([C:6]2[N:11]=[C:10](/[CH:12]=[N:15]/[OH:16])[CH:9]=[CH:8][CH:7]=2)[CH2:5][CH2:4][CH2:3][CH2:2]1. (5) Given the reactants [N:1]1([C:7]2[CH:8]=[CH:9][C:10]3[N:11]([C:13]([C:16]([F:19])([F:18])[F:17])=[N:14][N:15]=3)[CH:12]=2)[CH2:6][CH2:5][NH:4][CH2:3][CH2:2]1.[F:20][C:21]([F:31])([F:30])[C:22]1[CH:29]=[CH:28][C:25]([CH:26]=O)=[CH:24][CH:23]=1, predict the reaction product. The product is: [F:19][C:16]([F:18])([F:17])[C:13]1[N:11]2[CH:12]=[C:7]([N:1]3[CH2:2][CH2:3][N:4]([CH2:26][C:25]4[CH:24]=[CH:23][C:22]([C:21]([F:20])([F:30])[F:31])=[CH:29][CH:28]=4)[CH2:5][CH2:6]3)[CH:8]=[CH:9][C:10]2=[N:15][N:14]=1. (6) Given the reactants [NH2:1][C:2]1[C:3](=[O:17])[NH:4][C:5](=[S:16])[N:6]([CH2:9][C:10]2[CH:15]=[CH:14][N:13]=[CH:12][CH:11]=2)[C:7]=1[NH2:8].[CH:18](O)=O, predict the reaction product. The product is: [N:13]1[CH:12]=[CH:11][C:10]([CH2:9][N:6]2[C:7]3[N:8]=[CH:18][NH:1][C:2]=3[C:3](=[O:17])[NH:4][C:5]2=[S:16])=[CH:15][CH:14]=1.